This data is from NCI-60 drug combinations with 297,098 pairs across 59 cell lines. The task is: Regression. Given two drug SMILES strings and cell line genomic features, predict the synergy score measuring deviation from expected non-interaction effect. (1) Drug 1: CN(C)C1=NC(=NC(=N1)N(C)C)N(C)C. Drug 2: CN(CC1=CN=C2C(=N1)C(=NC(=N2)N)N)C3=CC=C(C=C3)C(=O)NC(CCC(=O)O)C(=O)O. Cell line: OVCAR-8. Synergy scores: CSS=15.1, Synergy_ZIP=-1.65, Synergy_Bliss=2.81, Synergy_Loewe=-30.3, Synergy_HSA=-1.14. (2) Drug 1: C#CCC(CC1=CN=C2C(=N1)C(=NC(=N2)N)N)C3=CC=C(C=C3)C(=O)NC(CCC(=O)O)C(=O)O. Drug 2: C1C(C(OC1N2C=NC(=NC2=O)N)CO)O. Cell line: UO-31. Synergy scores: CSS=0.554, Synergy_ZIP=-1.32, Synergy_Bliss=-0.820, Synergy_Loewe=-5.61, Synergy_HSA=-5.57. (3) Drug 1: CC1C(C(CC(O1)OC2CC(CC3=C2C(=C4C(=C3O)C(=O)C5=C(C4=O)C(=CC=C5)OC)O)(C(=O)C)O)N)O.Cl. Drug 2: CCN(CC)CCCC(C)NC1=C2C=C(C=CC2=NC3=C1C=CC(=C3)Cl)OC. Cell line: NCI-H460. Synergy scores: CSS=50.8, Synergy_ZIP=12.2, Synergy_Bliss=11.1, Synergy_Loewe=-9.19, Synergy_HSA=11.6. (4) Drug 1: C1CC(=O)NC(=O)C1N2C(=O)C3=CC=CC=C3C2=O. Drug 2: CC(C)CN1C=NC2=C1C3=CC=CC=C3N=C2N. Cell line: LOX IMVI. Synergy scores: CSS=-4.11, Synergy_ZIP=-2.01, Synergy_Bliss=-7.43, Synergy_Loewe=-8.63, Synergy_HSA=-10.8. (5) Drug 1: C(CC(=O)O)C(=O)CN.Cl. Drug 2: CS(=O)(=O)OCCCCOS(=O)(=O)C. Cell line: ACHN. Synergy scores: CSS=0.0680, Synergy_ZIP=-3.12, Synergy_Bliss=-1.61, Synergy_Loewe=-8.57, Synergy_HSA=-4.12. (6) Drug 1: CC1=C2C(C(=O)C3(C(CC4C(C3C(C(C2(C)C)(CC1OC(=O)C(C(C5=CC=CC=C5)NC(=O)OC(C)(C)C)O)O)OC(=O)C6=CC=CC=C6)(CO4)OC(=O)C)O)C)O. Drug 2: CC1C(C(CC(O1)OC2CC(OC(C2O)C)OC3=CC4=CC5=C(C(=O)C(C(C5)C(C(=O)C(C(C)O)O)OC)OC6CC(C(C(O6)C)O)OC7CC(C(C(O7)C)O)OC8CC(C(C(O8)C)O)(C)O)C(=C4C(=C3C)O)O)O)O. Cell line: SF-268. Synergy scores: CSS=37.5, Synergy_ZIP=-2.76, Synergy_Bliss=1.57, Synergy_Loewe=-2.26, Synergy_HSA=-0.776.